From a dataset of Catalyst prediction with 721,799 reactions and 888 catalyst types from USPTO. Predict which catalyst facilitates the given reaction. (1) Reactant: [NH2:1][CH2:2][C@H:3]([C@H:5]1[C@H:12]2[C@H:8]([O:9][C:10]([CH3:14])([CH3:13])[O:11]2)[CH:7]=[CH:6]1)[OH:4]. Product: [NH2:1][CH2:2][C@H:3]([C@H:5]1[C@H:12]2[C@H:8]([O:9][C:10]([CH3:14])([CH3:13])[O:11]2)[CH2:7][CH2:6]1)[OH:4]. The catalyst class is: 19. (2) Reactant: Cl.[NH2:2][C:3]1[C:12]2[N:13]=[C:14]([CH2:28][CH3:29])[N:15]([CH2:16][CH2:17][CH2:18][CH2:19][NH:20]C(=O)OC(C)(C)C)[C:11]=2[C:10]2[CH:9]=[CH:8][C:7]([O:30][CH2:31][C:32]3[CH:37]=[CH:36][CH:35]=[CH:34][CH:33]=3)=[CH:6][C:5]=2[N:4]=1. Product: [NH2:20][CH2:19][CH2:18][CH2:17][CH2:16][N:15]1[C:11]2[C:10]3[CH:9]=[CH:8][C:7]([O:30][CH2:31][C:32]4[CH:33]=[CH:34][CH:35]=[CH:36][CH:37]=4)=[CH:6][C:5]=3[N:4]=[C:3]([NH2:2])[C:12]=2[N:13]=[C:14]1[CH2:28][CH3:29]. The catalyst class is: 8. (3) Reactant: C(O)(C(F)(F)F)=[O:2].S(=O)(=O)(O)O.[NH2:13][C:14]1[N:19]=[C:18]([C:20]2[NH:24][C:23]([C:25]3[CH:30]=[C:29]([C:31]([F:34])([F:33])[F:32])[CH:28]=[CH:27][C:26]=3[Cl:35])=[C:22]([C:36]#[N:37])[CH:21]=2)[CH:17]=[CH:16][N:15]=1.N. Product: [NH2:13][C:14]1[N:19]=[C:18]([C:20]2[NH:24][C:23]([C:25]3[CH:30]=[C:29]([C:31]([F:33])([F:34])[F:32])[CH:28]=[CH:27][C:26]=3[Cl:35])=[C:22]([C:36]([NH2:37])=[O:2])[CH:21]=2)[CH:17]=[CH:16][N:15]=1. The catalyst class is: 6. (4) Reactant: C([O:20][CH2:21][C@H:22]1[N:26]2[N:27]=[CH:28][N:29]=[C:25]2[CH2:24][CH2:23]1)(C1C=CC=CC=1)(C1C=CC=CC=1)C1C=CC=CC=1. Product: [N:29]1[CH:28]=[N:27][N:26]2[C@H:22]([CH2:21][OH:20])[CH2:23][CH2:24][C:25]=12. The catalyst class is: 89. (5) Reactant: C([O:3][C:4]([C:6]1[CH:11]=[C:10]([Br:12])[CH:9]=[C:8]([CH3:13])[N:7]=1)=[O:5])C. Product: [Br:12][C:10]1[CH:9]=[C:8]([CH3:13])[N:7]=[C:6]([C:4]([OH:5])=[O:3])[CH:11]=1. The catalyst class is: 33. (6) The catalyst class is: 47. Reactant: [CH3:1][O:2][C:3]1[CH:12]=[CH:11][CH:10]=[C:9]2[C:4]=1[CH2:5][CH2:6][C:7]([NH2:16])([C:13]([OH:15])=[O:14])[CH2:8]2.C(N(CC)CC)C.[C:24](=O)([O:40]N1C(=O)CCC1=O)[O:25][CH2:26][CH:27]1[C:39]2[CH:38]=[CH:37][CH:36]=[CH:35][C:34]=2[C:33]2[C:28]1=[CH:29][CH:30]=[CH:31][CH:32]=2. Product: [C:24]([CH:8]1[C:9]2[C:4](=[C:3]([O:2][CH3:1])[CH:12]=[CH:11][CH:10]=2)[CH2:5][CH2:6][C:7]1([NH2:16])[C:13]([OH:15])=[O:14])([O:25][CH2:26][CH:27]1[C:28]2[C:33](=[CH:32][CH:31]=[CH:30][CH:29]=2)[C:34]2[C:39]1=[CH:38][CH:37]=[CH:36][CH:35]=2)=[O:40]. (7) Reactant: C(OCC)(=O)C=C.CC(C(OCCN(C)C)=O)=C.CC(C(OCCO)=O)=C.CC(C(OCCOCCOCCOC(C(C)=C)=O)=O)=C.[S:48]([O-:64])([O:51]CCCCCCCCCCCC)(=[O:50])=[O:49].[Na+:65]. Product: [S:48]([O:51][O:51][S:48]([O-:64])(=[O:50])=[O:49])([O-:64])(=[O:50])=[O:49].[Na+:65].[Na+:65]. The catalyst class is: 6. (8) Reactant: C[CH2:2][CH2:3][CH2:4][CH2:5][CH3:6].C([O:9][CH2:10][CH3:11])C.Cl[CH2:13]Cl.C(O[CH2:18][CH3:19])C.[CH3:20][CH2:21][CH2:22][CH2:20][CH2:21][CH3:22].[C:30](O[CH2:30][CH3:31])(=O)[CH3:31]. Product: [CH3:20][C@H:21]1[C@:18]2([CH3:19])[CH2:6][C@H:5]([C:30]([CH3:31])=[CH2:13])[CH2:4][CH2:3][C:2]2=[CH:11][C@@H:10]([OH:9])[CH2:22]1. The catalyst class is: 22.